Dataset: Forward reaction prediction with 1.9M reactions from USPTO patents (1976-2016). Task: Predict the product of the given reaction. (1) The product is: [Cl:14][C:12]1[CH:11]=[CH:10][C:9]([O:15][CH2:16][CH3:17])=[C:8]([C:6]2[N:5]=[C:4]([NH2:18])[N:3]=[C:2]([NH:22][C:21]3[CH:23]=[CH:24][CH:25]=[CH:26][C:20]=3[Cl:19])[CH:7]=2)[CH:13]=1. Given the reactants Cl[C:2]1[CH:7]=[C:6]([C:8]2[CH:13]=[C:12]([Cl:14])[CH:11]=[CH:10][C:9]=2[O:15][CH2:16][CH3:17])[N:5]=[C:4]([NH2:18])[N:3]=1.[Cl:19][C:20]1[CH:26]=[CH:25][CH:24]=[CH:23][C:21]=1[NH2:22], predict the reaction product. (2) Given the reactants [Cl:1][C:2]1[CH:3]=[C:4]([CH:8]=[CH:9][N:10]=1)[C:5]([OH:7])=[O:6].S(=O)(=O)(O)O.[C:16](=O)([O-])O.[Na+], predict the reaction product. The product is: [Cl:1][C:2]1[CH:3]=[C:4]([CH:8]=[CH:9][N:10]=1)[C:5]([O:7][CH3:16])=[O:6]. (3) Given the reactants [CH3:1][CH:2]1[C:10]2[CH:9]=[N:8][C:7]([NH:11][CH:12]3[CH2:17][CH2:16][O:15][CH2:14][CH2:13]3)=[N:6][C:5]=2[CH2:4][NH:3]1.C(N(CC)C(C)C)(C)C.[Cl:27][C:28]1[CH:33]=[CH:32][CH:31]=[C:30]([C@H:34]([N:36]=[C:37]=[O:38])[CH3:35])[CH:29]=1, predict the reaction product. The product is: [Cl:27][C:28]1[CH:29]=[C:30]([C@H:34]([NH:36][C:37]([N:3]2[CH:2]([CH3:1])[C:10]3[CH:9]=[N:8][C:7]([NH:11][CH:12]4[CH2:17][CH2:16][O:15][CH2:14][CH2:13]4)=[N:6][C:5]=3[CH2:4]2)=[O:38])[CH3:35])[CH:31]=[CH:32][CH:33]=1. (4) The product is: [CH3:1][O:2][CH2:3][C:4]1[NH:5][C:6]([C:10]2[CH:31]=[C:14]([CH:13]=[CH:12][CH:11]=2)[C:15]([N:17]2[CH2:18][CH2:19][CH:20]([C:23]3[CH:24]=[CH:25][C:26]([C:27]#[N:28])=[CH:29][CH:30]=3)[CH2:21][CH2:22]2)=[O:16])=[C:7]([CH3:9])[N:8]=1. Given the reactants [CH3:1][O:2][CH2:3][C:4]1[NH:5][C:6]([C:10]2[C:11](C)=[CH:12][C:13](C)=[C:14]([CH:31]=2)[C:15]([N:17]2[CH2:22][CH2:21][CH:20]([C:23]3[CH:30]=[CH:29][C:26]([C:27]#[N:28])=[CH:25][CH:24]=3)[CH2:19][CH2:18]2)=[O:16])=[C:7]([CH3:9])[N:8]=1.COCC1NC(C2C=C(C=CC=2)C(O)=O)=C(C)N=1.COCC1NC(C2C(C)=CC(C)=C(C=2)C(O)=O)=C(C)N=1, predict the reaction product. (5) Given the reactants [CH2:1]([N:8]1[C:17](=[O:18])[CH:16]2[CH2:19][O:20][CH2:21][CH2:22][N:15]2[C:14]2[N:13]=[C:12](Cl)[N:11]=[CH:10][C:9]1=2)[C:2]1[CH:7]=[CH:6][CH:5]=[CH:4][CH:3]=1.CC1(C)C(C)(C)OB([C:32]2[CH:40]=[CH:39][CH:38]=[C:37]3[C:33]=2[CH:34]=[CH:35][NH:36]3)O1.C([O-])(O)=O.[Na+], predict the reaction product. The product is: [CH2:1]([N:8]1[C:17](=[O:18])[CH:16]2[CH2:19][O:20][CH2:21][CH2:22][N:15]2[C:14]2[N:13]=[C:12]([C:32]3[CH:40]=[CH:39][CH:38]=[C:37]4[C:33]=3[CH:34]=[CH:35][NH:36]4)[N:11]=[CH:10][C:9]1=2)[C:2]1[CH:7]=[CH:6][CH:5]=[CH:4][CH:3]=1. (6) Given the reactants [CH3:1][NH:2][C:3]1[CH:8]=[CH:7][CH:6]=[CH:5][CH:4]=1.C(N(CC)CC)C.[Br:16][CH2:17][C:18](Br)=[O:19], predict the reaction product. The product is: [Br:16][CH2:17][C:18]([N:2]([CH3:1])[C:3]1[CH:8]=[CH:7][CH:6]=[CH:5][CH:4]=1)=[O:19].